Dataset: Catalyst prediction with 721,799 reactions and 888 catalyst types from USPTO. Task: Predict which catalyst facilitates the given reaction. Reactant: [Br:1][C:2]1[CH:7]=[C:6]([NH:8][C:9](=[O:19])[C:10]2[C:15]([Cl:16])=[CH:14][C:13](I)=[CH:12][C:11]=2[Cl:18])[CH:5]=[CH:4][N:3]=1.[CH3:20][C:21]1(C)C(C)(C)OB(C=C)O1.C([O-])([O-])=O.[Na+].[Na+].N#N. Product: [Br:1][C:2]1[CH:7]=[C:6]([NH:8][C:9](=[O:19])[C:10]2[C:15]([Cl:16])=[CH:14][C:13]([CH:20]=[CH2:21])=[CH:12][C:11]=2[Cl:18])[CH:5]=[CH:4][N:3]=1. The catalyst class is: 20.